Dataset: Forward reaction prediction with 1.9M reactions from USPTO patents (1976-2016). Task: Predict the product of the given reaction. (1) Given the reactants [Cl:1][C:2]1[CH:7]=[CH:6][C:5]([N:8]([C@H:12]2[C:21]3[C:16](=[CH:17][CH:18]=[CH:19][CH:20]=3)[N:15]([C:22](=[O:30])[C:23]3[CH:28]=[CH:27][C:26]([OH:29])=[CH:25][CH:24]=3)[C@@H:14]([CH3:31])[CH2:13]2)[C:9](=[O:11])[CH3:10])=[CH:4][CH:3]=1.C([O-])([O-])=O.[K+].[K+].Cl[CH2:39][CH:40]1[CH2:42][O:41]1, predict the reaction product. The product is: [Cl:1][C:2]1[CH:3]=[CH:4][C:5]([N:8]([C@H:12]2[C:21]3[C:16](=[CH:17][CH:18]=[CH:19][CH:20]=3)[N:15]([C:22](=[O:30])[C:23]3[CH:24]=[CH:25][C:26]([O:29][CH2:39][CH:40]4[CH2:42][O:41]4)=[CH:27][CH:28]=3)[C@@H:14]([CH3:31])[CH2:13]2)[C:9](=[O:11])[CH3:10])=[CH:6][CH:7]=1. (2) Given the reactants [F:1][CH:2]1[C@H:6]2[N:7](C(OC(C)(C)C)=O)[CH2:8][C@@H:3]1[O:4][CH2:5]2.[ClH:16], predict the reaction product. The product is: [ClH:16].[F:1][CH:2]1[C@H:6]2[NH:7][CH2:8][C@@H:3]1[O:4][CH2:5]2.